Predict the reactants needed to synthesize the given product. From a dataset of Full USPTO retrosynthesis dataset with 1.9M reactions from patents (1976-2016). (1) Given the product [CH3:21][C:20]1[O:19][C:18]([C:22]2[CH:27]=[CH:26][CH:25]=[CH:24][CH:23]=2)=[N:17][C:16]=1[CH2:15][CH2:14][O:13][C:10]1[CH:11]=[CH:12][C:7]([CH2:6][CH2:5][C:4]([OH:29])=[O:3])=[C:8]([OH:28])[CH:9]=1, predict the reactants needed to synthesize it. The reactants are: C([O:3][C:4](=[O:29])[CH2:5][CH2:6][C:7]1[CH:12]=[CH:11][C:10]([O:13][CH2:14][CH2:15][C:16]2[N:17]=[C:18]([C:22]3[CH:27]=[CH:26][CH:25]=[CH:24][CH:23]=3)[O:19][C:20]=2[CH3:21])=[CH:9][C:8]=1[OH:28])C.[Li+].[OH-]. (2) Given the product [OH:5][C:7]1[CH:8]=[C:9]2[C:22](=[CH:23][CH:24]=1)[CH2:21][C@:11]1([C:19]3[C:14](=[N:15][CH:16]=[CH:17][CH:18]=3)[NH:13][C:12]1=[O:20])[CH2:10]2, predict the reactants needed to synthesize it. The reactants are: N([O-])=O.[Na+].[OH2:5].N[C:7]1[CH:8]=[C:9]2[C:22](=[CH:23][CH:24]=1)[CH2:21][C@:11]1([C:19]3[C:14](=[N:15][CH:16]=[CH:17][CH:18]=3)[NH:13][C:12]1=[O:20])[CH2:10]2. (3) Given the product [Cl:1][C:2]1[CH:3]=[CH:4][C:5]2[C:11](=[O:12])[CH2:10][CH2:9][C:8](=[O:13])[N:7]([CH3:15])[C:6]=2[CH:14]=1, predict the reactants needed to synthesize it. The reactants are: [Cl:1][C:2]1[CH:3]=[CH:4][C:5]2[C:11](=[O:12])[CH2:10][CH2:9][C:8](=[O:13])[NH:7][C:6]=2[CH:14]=1.[C:15](=O)([O-])[O-].[Cs+].[Cs+].CI. (4) Given the product [CH2:49]([O:48][C:41]1[CH:42]=[C:43]([CH:46]=[CH:47][C:2]2[CH:7]=[CH:6][C:5]([C:8](=[O:9])[C:10]([C:12]3[CH:17]=[CH:16][C:15]([CH:47]=[CH:46][C:43]4[CH:44]=[CH:45][C:40]([O:39][CH2:27][CH2:28][CH2:29][CH2:30][CH2:31][CH2:32][CH2:33][CH2:34][CH2:35][CH2:36][CH2:37][CH3:38])=[C:41]([O:22][CH2:19][CH2:59][CH2:58][CH2:57][CH2:56][CH2:55][CH2:54][CH2:53][CH2:52][CH2:51][CH2:50][CH3:49])[CH:42]=4)=[CH:14][CH:13]=3)=[O:11])=[CH:4][CH:3]=2)[CH:44]=[CH:45][C:40]=1[O:39][CH2:27][CH2:28][CH2:29][CH2:30][CH2:31][CH2:32][CH2:33][CH2:34][CH2:35][CH2:36][CH2:37][CH3:38])[CH2:50][CH2:51][CH2:52][CH2:53][CH2:54][CH2:55][CH2:56][CH2:57][CH2:58][CH2:59][CH3:60], predict the reactants needed to synthesize it. The reactants are: Br[C:2]1[CH:7]=[CH:6][C:5]([C:8]([C:10]([C:12]2[CH:17]=[CH:16][C:15](Br)=[CH:14][CH:13]=2)=[O:11])=[O:9])=[CH:4][CH:3]=1.[C:19]([O-:22])([O-])=O.[K+].[K+].[Li+].[Cl-].[CH2:27]([O:39][C:40]1[CH:45]=[CH:44][C:43]([CH:46]=[CH2:47])=[CH:42][C:41]=1[O:48][CH2:49][CH2:50][CH2:51][CH2:52][CH2:53][CH2:54][CH2:55][CH2:56][CH2:57][CH2:58][CH2:59][CH3:60])[CH2:28][CH2:29][CH2:30][CH2:31][CH2:32][CH2:33][CH2:34][CH2:35][CH2:36][CH2:37][CH3:38]. (5) Given the product [C:15]([C:14]1[CH:2]=[C:7]([O:8][CH3:9])[CH:18]=[CH:17][N:16]=1)#[C:10][CH2:11][CH3:12], predict the reactants needed to synthesize it. The reactants are: Br[C:2]1[C:7]([O:8][CH3:9])=CC=CN=1.[CH:10]#[C:11][CH2:12]C.[CH2:14]([NH:16][CH2:17][CH3:18])[CH3:15]. (6) The reactants are: Cl[C:2]1[CH:11]=[N:10][C:9]2[C:4](=[CH:5][C:6]([O:12][CH3:13])=[CH:7][CH:8]=2)[N:3]=1.Br[CH2:15][CH2:16][OH:17].C(O[C:23](=[O:31])[NH:24][CH2:25][CH:26]1[CH2:30][CH2:29][NH:28][CH2:27]1)(C)(C)C.[S:32]1[CH:36]=[CH:35][CH:34]=[C:33]1[C:37]1[O:41][N:40]=[C:39](C(O)=O)[CH:38]=1. Given the product [CH3:13][O:12][C:6]1[CH:5]=[C:4]2[C:9]([N:10]=[CH:11][C:2]([O:17][CH2:16][CH2:15][N:28]3[CH2:29][CH2:30][CH:26]([CH2:25][NH:24][C:23]([C:39]4[CH:38]=[C:37]([C:33]5[S:32][CH:36]=[CH:35][CH:34]=5)[O:41][N:40]=4)=[O:31])[CH2:27]3)=[N:3]2)=[CH:8][CH:7]=1, predict the reactants needed to synthesize it. (7) Given the product [CH:23]1([N:29]([CH2:30][CH2:31][OH:32])[C:18]([C:12]2[S:13][C:14]3[CH2:15][CH2:16][O:17][C:8]4[CH:7]=[C:6]([C:4]5[CH:5]=[N:1][NH:2][CH:3]=5)[CH:22]=[CH:21][C:9]=4[C:10]=3[N:11]=2)=[O:19])[CH2:28][CH2:27][CH2:26][CH2:25][CH2:24]1, predict the reactants needed to synthesize it. The reactants are: [NH:1]1[CH:5]=[C:4]([C:6]2[CH:22]=[CH:21][C:9]3[C:10]4[N:11]=[C:12]([C:18](O)=[O:19])[S:13][C:14]=4[CH2:15][CH2:16][O:17][C:8]=3[CH:7]=2)[CH:3]=[N:2]1.[CH:23]1([NH:29][CH2:30][CH2:31][OH:32])[CH2:28][CH2:27][CH2:26][CH2:25][CH2:24]1.